Dataset: Forward reaction prediction with 1.9M reactions from USPTO patents (1976-2016). Task: Predict the product of the given reaction. (1) The product is: [Cl:1][C:2]1[CH:3]=[C:4]([CH:14]=[CH:15][CH:16]=1)[CH2:5][C:6]1[CH:7]=[C:8]([CH:12]=[O:13])[S:9][C:10]=1[F:11]. Given the reactants [Cl:1][C:2]1[CH:3]=[C:4]([CH:14]=[CH:15][CH:16]=1)[CH2:5][C:6]1[CH:7]=[C:8]([CH2:12][OH:13])[S:9][C:10]=1[F:11].C(Cl)Cl.CC(OI1(OC(C)=O)(OC(C)=O)OC(=O)C2C=CC=CC1=2)=O, predict the reaction product. (2) Given the reactants CC(OC(/N=N/C(OC(C)C)=O)=O)C.Cl[C:16]1[C:25]2[C:20](=[CH:21][C:22]([CH2:26][OH:27])=[CH:23][CH:24]=2)[N:19]=[C:18]([CH3:28])[CH:17]=1.C1(P(C2C=CC=CC=2)C2C=CC=CC=2)C=CC=CC=1.[F:48][C:49]1[CH:54]=[CH:53][C:52](O)=[CH:51][CH:50]=1.[NH:56]1[CH2:60][CH2:59][CH2:58][CH2:57]1, predict the reaction product. The product is: [F:48][C:49]1[CH:54]=[CH:53][C:52]([O:27][CH2:26][C:22]2[CH:21]=[C:20]3[C:25]([C:16]([N:56]4[CH2:60][CH2:59][CH2:58][CH2:57]4)=[CH:17][C:18]([CH3:28])=[N:19]3)=[CH:24][CH:23]=2)=[CH:51][CH:50]=1. (3) Given the reactants Cl[C:2]1[C:11]2[C:6](=[CH:7][CH:8]=[CH:9][CH:10]=2)[N:5]=[C:4]([C:12]([C:14]2[CH:19]=[CH:18][C:17]([F:20])=[C:16]([O:21][CH3:22])[CH:15]=2)=[O:13])[N:3]=1.[CH3:23][C:24]1[NH:28][N:27]=[C:26]([NH2:29])[CH:25]=1.[I-].[K+].CCN(C(C)C)C(C)C, predict the reaction product. The product is: [F:20][C:17]1[CH:18]=[CH:19][C:14]([C:12]([C:4]2[N:3]=[C:2]([NH:29][C:26]3[CH:25]=[C:24]([CH3:23])[NH:28][N:27]=3)[C:11]3[C:6](=[CH:7][CH:8]=[CH:9][CH:10]=3)[N:5]=2)=[O:13])=[CH:15][C:16]=1[O:21][CH3:22]. (4) Given the reactants [NH2:1][C:2]1[N:7]=[C:6]([Cl:8])[CH:5]=[C:4]([NH2:9])[N:3]=1.[CH:10]1([N+:16]#[C-:17])[CH2:15][CH2:14][CH2:13][CH2:12][CH2:11]1.[CH:18](=[O:20])[CH3:19].[C:21]([Cl:24])(=O)[CH3:22], predict the reaction product. The product is: [Cl-:8].[C:18]([N+:7]1[C:6]([CH3:5])=[C:17]([NH:16][CH:10]2[CH2:15][CH2:14][CH2:13][CH2:12][CH2:11]2)[N:3]2[C:4]([NH2:9])=[CH:22][C:21]([Cl:24])=[N:1][C:2]=12)(=[O:20])[CH3:19]. (5) Given the reactants [CH3:1][O:2][C:3]1[CH:4]=[C:5]([CH:9]=[CH:10][N:11]=1)[C:6]([OH:8])=O.CN1CCOCC1.ClC(OCC(C)C)=O.[NH2:27][C:28]1[CH:33]=[CH:32][CH:31]=[CH:30][CH:29]=1, predict the reaction product. The product is: [CH3:1][O:2][C:3]1[CH:4]=[C:5]([CH:9]=[CH:10][N:11]=1)[C:6]([NH:27][C:28]1[CH:33]=[CH:32][CH:31]=[CH:30][CH:29]=1)=[O:8].